This data is from NCI-60 drug combinations with 297,098 pairs across 59 cell lines. The task is: Regression. Given two drug SMILES strings and cell line genomic features, predict the synergy score measuring deviation from expected non-interaction effect. (1) Drug 1: C1CCC(C1)C(CC#N)N2C=C(C=N2)C3=C4C=CNC4=NC=N3. Drug 2: C(CC(=O)O)C(=O)CN.Cl. Cell line: IGROV1. Synergy scores: CSS=10.3, Synergy_ZIP=-3.41, Synergy_Bliss=-3.06, Synergy_Loewe=-4.00, Synergy_HSA=-2.20. (2) Drug 1: CC1=C(C=C(C=C1)NC2=NC=CC(=N2)N(C)C3=CC4=NN(C(=C4C=C3)C)C)S(=O)(=O)N.Cl. Drug 2: C(CC(=O)O)C(=O)CN.Cl. Cell line: NCI-H522. Synergy scores: CSS=2.59, Synergy_ZIP=-2.28, Synergy_Bliss=-0.992, Synergy_Loewe=-3.00, Synergy_HSA=-1.56. (3) Drug 1: C1CC(=O)NC(=O)C1N2C(=O)C3=CC=CC=C3C2=O. Drug 2: CC(C)CN1C=NC2=C1C3=CC=CC=C3N=C2N. Cell line: MCF7. Synergy scores: CSS=-3.06, Synergy_ZIP=3.88, Synergy_Bliss=4.24, Synergy_Loewe=-0.0818, Synergy_HSA=-1.09. (4) Drug 1: CC1CCC2CC(C(=CC=CC=CC(CC(C(=O)C(C(C(=CC(C(=O)CC(OC(=O)C3CCCCN3C(=O)C(=O)C1(O2)O)C(C)CC4CCC(C(C4)OC)OCCO)C)C)O)OC)C)C)C)OC. Drug 2: C#CCC(CC1=CN=C2C(=N1)C(=NC(=N2)N)N)C3=CC=C(C=C3)C(=O)NC(CCC(=O)O)C(=O)O. Cell line: RPMI-8226. Synergy scores: CSS=66.6, Synergy_ZIP=7.46, Synergy_Bliss=2.85, Synergy_Loewe=-32.8, Synergy_HSA=-3.55. (5) Drug 1: CN(C)N=NC1=C(NC=N1)C(=O)N. Drug 2: CN1C2=C(C=C(C=C2)N(CCCl)CCCl)N=C1CCCC(=O)O.Cl. Cell line: NCIH23. Synergy scores: CSS=7.63, Synergy_ZIP=-2.36, Synergy_Bliss=-0.183, Synergy_Loewe=-2.84, Synergy_HSA=-0.728. (6) Drug 1: C1=CC(=CC=C1CCC2=CNC3=C2C(=O)NC(=N3)N)C(=O)NC(CCC(=O)O)C(=O)O. Synergy scores: CSS=17.1, Synergy_ZIP=-3.82, Synergy_Bliss=2.49, Synergy_Loewe=2.18, Synergy_HSA=2.44. Cell line: BT-549. Drug 2: CN(CC1=CN=C2C(=N1)C(=NC(=N2)N)N)C3=CC=C(C=C3)C(=O)NC(CCC(=O)O)C(=O)O. (7) Synergy scores: CSS=-1.61, Synergy_ZIP=3.27, Synergy_Bliss=4.32, Synergy_Loewe=2.88, Synergy_HSA=0.694. Cell line: M14. Drug 2: CC1=C(C=C(C=C1)C(=O)NC2=CC(=CC(=C2)C(F)(F)F)N3C=C(N=C3)C)NC4=NC=CC(=N4)C5=CN=CC=C5. Drug 1: CC(C1=C(C=CC(=C1Cl)F)Cl)OC2=C(N=CC(=C2)C3=CN(N=C3)C4CCNCC4)N. (8) Drug 1: CC1=CC2C(CCC3(C2CCC3(C(=O)C)OC(=O)C)C)C4(C1=CC(=O)CC4)C. Drug 2: C1=NC2=C(N1)C(=S)N=CN2. Cell line: OVCAR3. Synergy scores: CSS=16.3, Synergy_ZIP=-15.0, Synergy_Bliss=-22.5, Synergy_Loewe=-69.9, Synergy_HSA=-24.1.